Dataset: Reaction yield outcomes from USPTO patents with 853,638 reactions. Task: Predict the reaction yield, written as a fraction of the theoretical maximum amount of product (1.0 means a 100% yield; for example, 0.34 means a 34% yield). (1) The reactants are [NH:1]1[C:5]2[CH:6]=[CH:7][C:8]([C:10]([OH:12])=O)=[CH:9][C:4]=2[N:3]=[CH:2]1.[NH:13]1[CH2:18][CH2:17][CH2:16][C@@H:15]2[C:19]3[CH:20]=[CH:21][C:22]([NH:26][S:27]([CH3:30])(=[O:29])=[O:28])=[CH:23][C:24]=3[CH2:25][C@H:14]12. No catalyst specified. The product is [NH:1]1[C:5]2[CH:6]=[CH:7][C:8]([C:10]([N:13]3[CH2:18][CH2:17][CH2:16][C@@H:15]4[C:19]5[CH:20]=[CH:21][C:22]([NH:26][S:27]([CH3:30])(=[O:29])=[O:28])=[CH:23][C:24]=5[CH2:25][C@H:14]34)=[O:12])=[CH:9][C:4]=2[N:3]=[CH:2]1. The yield is 0.0700. (2) The reactants are [S-:1][C:2]#[N:3].[Na+].[CH3:5][N:6]([C:8]([N:11]([CH3:13])[CH3:12])(Cl)[Cl:9])[CH3:7]. The catalyst is C(#N)C. The product is [S-:1][C:2]#[N:3].[CH3:5][N:6]([C+:8]([N:11]([CH3:13])[CH3:12])[Cl:9])[CH3:7]. The yield is 0.882.